From a dataset of CYP2D6 inhibition data for predicting drug metabolism from PubChem BioAssay. Regression/Classification. Given a drug SMILES string, predict its absorption, distribution, metabolism, or excretion properties. Task type varies by dataset: regression for continuous measurements (e.g., permeability, clearance, half-life) or binary classification for categorical outcomes (e.g., BBB penetration, CYP inhibition). Dataset: cyp2d6_veith. (1) The compound is COc1ccc(/C(O)=C2/C(=O)C(=O)N(CCN3CCOCC3)C2c2ccc(C)cc2)cc1. The result is 0 (non-inhibitor). (2) The molecule is C[C@@]12CCC(=O)C=C1CC[C@@H]1[C@@H]3CC[C@H](C(=O)COS(=O)(=O)c4ccc(Br)cc4)[C@]3(C)CC[C@H]12. The result is 0 (non-inhibitor). (3) The drug is COc1ccc(C(=O)N/N=C/c2cccc3cccnc23)cc1. The result is 0 (non-inhibitor). (4) The drug is c1ccc(-c2csc(Nc3nc(N4CCOCC4)nc(N4CCOCC4)n3)n2)cc1. The result is 0 (non-inhibitor). (5) The compound is CCn1cc(C(=O)O)c(=O)c2cnc(N3CCNCC3)nc21. The result is 0 (non-inhibitor). (6) The compound is CC(/C=N/NC(=O)c1cccc([N+](=O)[O-])c1)=C\c1ccccc1. The result is 0 (non-inhibitor).